From a dataset of Forward reaction prediction with 1.9M reactions from USPTO patents (1976-2016). Predict the product of the given reaction. Given the reactants Cl[C:2]1[C:3]2[CH:16]=[C:15]([CH3:17])[S:14][C:4]=2[O:5][C:6]2[CH:12]=[C:11]([CH3:13])[CH:10]=[CH:9][C:7]=2[N:8]=1.[CH3:18][C:19]([CH3:31])([CH2:24][N:25]1[CH2:30][CH2:29][NH:28][CH2:27][CH2:26]1)[C:20]([O:22][CH3:23])=[O:21].C(=O)([O-])[O-].[K+].[K+], predict the reaction product. The product is: [CH3:17][C:15]1[S:14][C:4]2[O:5][C:6]3[CH:12]=[C:11]([CH3:13])[CH:10]=[CH:9][C:7]=3[N:8]=[C:2]([N:28]3[CH2:27][CH2:26][N:25]([CH2:24][C:19]([CH3:31])([CH3:18])[C:20]([O:22][CH3:23])=[O:21])[CH2:30][CH2:29]3)[C:3]=2[CH:16]=1.